The task is: Predict which catalyst facilitates the given reaction.. This data is from Catalyst prediction with 721,799 reactions and 888 catalyst types from USPTO. (1) Reactant: [C:1]([C:3]1[C:4]([NH:34][CH2:35][CH2:36][O:37][CH3:38])=[CH:5][C:6]([NH:9][C:10]([N:12]2[C:21]3[C:16](=[CH:17][C:18]([N:27]4[CH2:31][CH2:30][CH:29]([CH3:32])[C:28]4=[O:33])=[C:19]([CH:22](OC)[O:23]C)[N:20]=3)[CH2:15][CH2:14][CH2:13]2)=[O:11])=[N:7][CH:8]=1)#[N:2].Cl. Product: [C:1]([C:3]1[C:4]([NH:34][CH2:35][CH2:36][O:37][CH3:38])=[CH:5][C:6]([NH:9][C:10]([N:12]2[C:21]3[C:16](=[CH:17][C:18]([N:27]4[CH2:31][CH2:30][CH:29]([CH3:32])[C:28]4=[O:33])=[C:19]([CH:22]=[O:23])[N:20]=3)[CH2:15][CH2:14][CH2:13]2)=[O:11])=[N:7][CH:8]=1)#[N:2]. The catalyst class is: 20. (2) Reactant: [OH:1][C:2]1[C:10]([CH:11]([CH3:13])[CH3:12])=[CH:9][CH:8]=[CH:7][C:3]=1[C:4]([OH:6])=O.[CH3:14][Li]. Product: [OH:1][C:2]1[C:10]([CH:11]([CH3:13])[CH3:12])=[CH:9][CH:8]=[CH:7][C:3]=1[C:4](=[O:6])[CH3:14]. The catalyst class is: 7. (3) Reactant: [CH3:1][C:2]1[CH:11]=[CH:10][C:9]2[CH2:8][CH2:7][CH2:6][NH:5][C:4]=2[N:3]=1.[C:12](O[C:12]([O:14][C:15]([CH3:18])([CH3:17])[CH3:16])=[O:13])([O:14][C:15]([CH3:18])([CH3:17])[CH3:16])=[O:13].C(N(CC)CC)C. The catalyst class is: 64. Product: [CH3:1][C:2]1[CH:11]=[CH:10][C:9]2[CH2:8][CH2:7][CH2:6][N:5]([C:12]([O:14][C:15]([CH3:18])([CH3:17])[CH3:16])=[O:13])[C:4]=2[N:3]=1. (4) Reactant: [CH3:1][N:2]([CH2:10][C:11]1[CH:15]=[C:14]([C:16]2[CH:21]=[CH:20][CH:19]=[CH:18][CH:17]=2)[N:13]([S:22]([C:25]2[CH:30]=[CH:29][CH:28]=[C:27]([C:31]3[NH:35][N:34]=[N:33][N:32]=3)[CH:26]=2)(=[O:24])=[O:23])[CH:12]=1)C(=O)OC(C)(C)C.C(OCC)(=O)C.[ClH:42]. Product: [ClH:42].[CH3:1][NH:2][CH2:10][C:11]1[CH:15]=[C:14]([C:16]2[CH:17]=[CH:18][CH:19]=[CH:20][CH:21]=2)[N:13]([S:22]([C:25]2[CH:30]=[CH:29][CH:28]=[C:27]([C:31]3[NH:32][N:33]=[N:34][N:35]=3)[CH:26]=2)(=[O:24])=[O:23])[CH:12]=1. The catalyst class is: 5.